The task is: Predict the reactants needed to synthesize the given product.. This data is from Full USPTO retrosynthesis dataset with 1.9M reactions from patents (1976-2016). Given the product [N:1]1([C:18]2[O:34][C:24]3[CH:25]=[C:26]([CH2:29][C:30]([O:32][CH3:33])=[O:31])[CH:27]=[CH:21][C:20]=3[N:19]=2)[C:9]2[C:4](=[CH:5][CH:6]=[CH:7][CH:8]=2)[CH2:3][CH2:2]1, predict the reactants needed to synthesize it. The reactants are: [NH:1]1[C:9]2[C:4](=[CH:5][CH:6]=[CH:7][CH:8]=2)[CH2:3][CH2:2]1.C(N1[CH:21]=[CH:20][N:19]=[CH:18]1)([N:19]1[CH:20]=[CH:21]N=[CH:18]1)=S.NC1C=[CH:27][C:26]([CH2:29][C:30]([O:32][CH3:33])=[O:31])=[CH:25][C:24]=1[OH:34].